This data is from Forward reaction prediction with 1.9M reactions from USPTO patents (1976-2016). The task is: Predict the product of the given reaction. (1) Given the reactants [CH:1]([OH:5])(O)[CH2:2][CH3:3].[H-].[Na+].Br[CH2:9][C:10]1[CH:22]=[CH:21][CH:20]=[C:19]([CH3:23])[C:11]=1[C:12]([O:14][C:15]([CH3:18])([CH3:17])[CH3:16])=[O:13].[OH2:24], predict the reaction product. The product is: [OH:24][CH2:3][CH2:2][CH2:1][O:5][CH2:9][C:10]1[CH:22]=[CH:21][CH:20]=[C:19]([CH3:23])[C:11]=1[C:12]([O:14][C:15]([CH3:18])([CH3:17])[CH3:16])=[O:13]. (2) Given the reactants [F:1][C:2]1[CH:7]=[C:6]([I:8])[CH:5]=[CH:4][C:3]=1[NH:9][C:10]1[N:15]([CH3:16])[C:14](=[O:17])[N:13]([CH3:18])[C:12](=[O:19])[C:11]=1[C:20](OC1C=CC=CC=1)=[O:21].[NH2:29][CH2:30][CH2:31][OH:32], predict the reaction product. The product is: [F:1][C:2]1[CH:7]=[C:6]([I:8])[CH:5]=[CH:4][C:3]=1[NH:9][C:10]1[N:15]([CH3:16])[C:14](=[O:17])[N:13]([CH3:18])[C:12](=[O:19])[C:11]=1[C:20]([NH:29][CH2:30][CH2:31][OH:32])=[O:21]. (3) Given the reactants I[C:2]1[N:7]2[N:8]=[C:9]([C:11]([F:14])([F:13])[F:12])[CH:10]=[C:6]2[C:5]([CH:15]=[O:16])=[CH:4][CH:3]=1.[CH3:17][S-:18].[Na+], predict the reaction product. The product is: [CH3:17][S:18][C:2]1[N:7]2[N:8]=[C:9]([C:11]([F:14])([F:13])[F:12])[CH:10]=[C:6]2[C:5]([CH:15]=[O:16])=[CH:4][CH:3]=1. (4) Given the reactants [CH3:1][C:2]([NH2:11])([CH3:10])[CH2:3][C:4]1[CH:9]=[CH:8][CH:7]=[CH:6][CH:5]=1.C(N(CC)CC)C.[F:19][C:20]([F:31])([F:30])[C:21](O[C:21](=[O:22])[C:20]([F:31])([F:30])[F:19])=[O:22].C(=O)([O-])O.[Na+], predict the reaction product. The product is: [CH3:10][C:2]([NH:11][C:21](=[O:22])[C:20]([F:31])([F:30])[F:19])([CH3:1])[CH2:3][C:4]1[CH:9]=[CH:8][CH:7]=[CH:6][CH:5]=1. (5) Given the reactants C[C:2]1([CH3:9])[O:6][C@H:5]([CH2:7][OH:8])[CH2:4][O:3]1.[OH-].[K+].Br[CH2:13][CH2:14][CH2:15][CH2:16][CH2:17][CH2:18]CC.O, predict the reaction product. The product is: [CH2:2]([O:3][CH2:4][C@H:5]([CH2:7][OH:8])[OH:6])[CH2:9][CH2:13][CH2:14][CH2:15][CH2:16][CH2:17][CH3:18]. (6) The product is: [NH2:10][C:11]1[CH:12]=[CH:13][CH:14]=[C:15]2[C:20]=1[CH2:19][CH:18]([NH:21][S:22]([CH3:25])(=[O:24])=[O:23])[CH2:17][CH2:16]2. Given the reactants C(OC(=O)[NH:10][C:11]1[C:20]2[CH2:19][CH:18]([NH:21][S:22]([CH3:25])(=[O:24])=[O:23])[CH2:17][CH2:16][C:15]=2[CH:14]=[CH:13][CH:12]=1)C1C=CC=CC=1, predict the reaction product. (7) The product is: [CH:1]1([C:4]2[CH:9]=[CH:8][C:7]([OH:10])=[CH:6][CH:5]=2)[CH2:3][CH2:2]1. Given the reactants [CH:1]1([C:4]2[CH:9]=[CH:8][C:7]([O:10]C(=O)C)=[CH:6][CH:5]=2)[CH2:3][CH2:2]1.CO.C1COCC1.C([O-])(=O)C.[Na+], predict the reaction product. (8) Given the reactants [CH3:1][O:2][C:3]1[CH:8]=[CH:7][CH:6]=[CH:5][C:4]=1[S:9]([NH:12][CH2:13][C:14]1[CH:19]=[CH:18][C:17](B(O)O)=[CH:16][CH:15]=1)(=[O:11])=[O:10].Br[C:24]1[CH:25]=[CH:26][C:27]([O:34][CH3:35])=[C:28]([CH:33]=1)[C:29]([O:31][CH3:32])=[O:30].CCN(CC)CC, predict the reaction product. The product is: [CH3:35][O:34][C:27]1[CH:26]=[CH:25][C:24]([C:17]2[CH:18]=[CH:19][C:14]([CH2:13][NH:12][S:9]([C:4]3[CH:5]=[CH:6][CH:7]=[CH:8][C:3]=3[O:2][CH3:1])(=[O:11])=[O:10])=[CH:15][CH:16]=2)=[CH:33][C:28]=1[C:29]([O:31][CH3:32])=[O:30]. (9) Given the reactants C([O:3][C:4](=[O:30])[CH:5]([O:21][C:22]1[CH:27]=[CH:26][C:25]([F:28])=[CH:24][C:23]=1[F:29])[C:6]1[CH:11]=[CH:10][C:9]([S:12]([N:15]2[CH2:20][CH2:19][CH2:18][CH2:17][CH2:16]2)(=[O:14])=[O:13])=[CH:8][CH:7]=1)C.[OH-].[Li+], predict the reaction product. The product is: [F:29][C:23]1[CH:24]=[C:25]([F:28])[CH:26]=[CH:27][C:22]=1[O:21][CH:5]([C:6]1[CH:11]=[CH:10][C:9]([S:12]([N:15]2[CH2:16][CH2:17][CH2:18][CH2:19][CH2:20]2)(=[O:14])=[O:13])=[CH:8][CH:7]=1)[C:4]([OH:30])=[O:3]. (10) Given the reactants CC1(C)C(C)(C)OB([C:9]2[CH:14]=[CH:13][C:12]([S:15](OC3C(F)=C(F)C(F)=C(F)C=3F)(=[O:17])=[O:16])=[CH:11][CH:10]=2)O1.CC([N:35]([CH2:39][CH2:40][NH2:41])[C:36](=[O:38])[O-:37])(C)C.Br[C:43]1[CH:48]=[CH:47][N:46]=[C:45]2[N:49]([S:56]([C:59]3[CH:64]=[CH:63][C:62]([CH3:65])=[CH:61][CH:60]=3)(=[O:58])=[O:57])[C:50]([C:52]#[C:53][CH2:54][OH:55])=[CH:51][C:44]=12.C(=O)([O-])[O-].[Na+].[Na+].O.[Cl-].[Na+].O, predict the reaction product. The product is: [OH:55][CH2:54][C:53]#[C:52][C:50]1[N:49]([S:56]([C:59]2[CH:60]=[CH:61][C:62]([CH3:65])=[CH:63][CH:64]=2)(=[O:58])=[O:57])[C:45]2=[N:46][CH:47]=[CH:48][C:43]([C:9]3[CH:10]=[CH:11][C:12]([S:15]([NH:41][CH2:40][CH2:39][NH:35][C:36](=[O:38])[O:37][C:44]([CH3:51])([CH3:45])[CH3:43])(=[O:17])=[O:16])=[CH:13][CH:14]=3)=[C:44]2[CH:51]=1.